Dataset: Catalyst prediction with 721,799 reactions and 888 catalyst types from USPTO. Task: Predict which catalyst facilitates the given reaction. (1) Reactant: Cl.[F:2][C:3]([F:14])([F:13])[C:4]1[CH:12]=[CH:11][C:7]([C:8]([NH2:10])=[NH:9])=[CH:6][CH:5]=1.[CH2:18]1[O:17][C:19](O)([CH2:21]O)[CH2:18][O:17][C:19]1(O)[CH2:21]O. Product: [F:2][C:3]([F:13])([F:14])[C:4]1[CH:12]=[CH:11][C:7]([C:8]2[NH:10][CH:21]=[C:19]([CH2:18][OH:17])[N:9]=2)=[CH:6][CH:5]=1. The catalyst class is: 328. (2) Reactant: [CH:1]1([N:7]2[CH2:11][CH2:10][CH:9]([C:12](=O)[C:13]3[C:18]([O:19][CH3:20])=[CH:17][CH:16]=[CH:15][C:14]=3[O:21][CH3:22])[C:8]2=[O:24])[CH2:6][CH2:5][CH2:4][CH2:3][CH2:2]1.FC(F)(F)S(O)(=O)=O.C([SiH](CC)CC)C.C(=O)([O-])O.[Na+]. Product: [CH:1]1([N:7]2[CH2:11][CH2:10][CH:9]([CH2:12][C:13]3[C:18]([O:19][CH3:20])=[CH:17][CH:16]=[CH:15][C:14]=3[O:21][CH3:22])[C:8]2=[O:24])[CH2:2][CH2:3][CH2:4][CH2:5][CH2:6]1. The catalyst class is: 4. (3) Reactant: C(O)(C(F)(F)F)=O.C(OC([NH:15][C@@H:16]([CH:39]([CH3:41])[CH3:40])[C:17]([N:19]([C@@H:23]([CH:36]([CH3:38])[CH3:37])[CH2:24][C@H:25]([C:27]1[S:28][CH:29]=[C:30]([C:32]([O:34][CH3:35])=[O:33])[N:31]=1)[OH:26])[CH2:20][CH2:21][CH3:22])=[O:18])=O)(C)(C)C. Product: [NH2:15][C@@H:16]([CH:39]([CH3:40])[CH3:41])[C:17]([N:19]([C@@H:23]([CH:36]([CH3:38])[CH3:37])[CH2:24][C@H:25]([C:27]1[S:28][CH:29]=[C:30]([C:32]([O:34][CH3:35])=[O:33])[N:31]=1)[OH:26])[CH2:20][CH2:21][CH3:22])=[O:18]. The catalyst class is: 2. (4) Reactant: [Br-:1].[CH3:2][C:3]([CH3:41])([CH2:30][CH2:31][N:32](C)[C:33](=O)OC(C)(C)C)[C:4](=[O:29])[NH:5][CH2:6][CH2:7][CH2:8][CH2:9][P+:10]([C:23]1[CH:28]=[CH:27][CH:26]=[CH:25][CH:24]=1)([C:17]1[CH:22]=[CH:21][CH:20]=[CH:19][CH:18]=1)[C:11]1[CH:16]=[CH:15][CH:14]=[CH:13][CH:12]=1.Cl.C(OCC)C.N. The catalyst class is: 61. Product: [Br-:1].[CH3:2][C:3]([CH3:41])([CH2:30][CH2:31][NH:32][CH3:33])[C:4]([NH:5][CH2:6][CH2:7][CH2:8][CH2:9][P+:10]([C:17]1[CH:18]=[CH:19][CH:20]=[CH:21][CH:22]=1)([C:23]1[CH:28]=[CH:27][CH:26]=[CH:25][CH:24]=1)[C:11]1[CH:16]=[CH:15][CH:14]=[CH:13][CH:12]=1)=[O:29]. (5) Reactant: Cl[C:2]1[CH:3]=[CH:4][C:5]([N+:9]([O-:11])=[O:10])=[C:6]([CH:8]=1)[NH2:7].[O:12]1[CH2:17][CH2:16][N:15]([C:18]2[CH:23]=[CH:22][C:21](B(O)O)=[CH:20][N:19]=2)[CH2:14][CH2:13]1.C([O-])([O-])=O.[Na+].[Na+]. Product: [N:15]1([C:18]2[N:19]=[CH:20][C:21]([C:2]3[CH:3]=[CH:4][C:5]([N+:9]([O-:11])=[O:10])=[C:6]([CH:8]=3)[NH2:7])=[CH:22][CH:23]=2)[CH2:14][CH2:13][O:12][CH2:17][CH2:16]1. The catalyst class is: 57. (6) Reactant: [C:1]([NH:4][C:5]1N=[CH:9][C:8]([NH:11][C:12](=[O:19])OCC(Cl)(Cl)Cl)=[CH:7][CH:6]=1)(=[O:3])[CH3:2].[S:20]1[CH:24]=[CH:23][C:22]([C:25]2[CH:26]=[C:27]([N:31]3[CH2:36][CH2:35][NH:34][CH2:33][CH2:32]3)[CH:28]=[CH:29][CH:30]=2)=[CH:21]1.[CH:37](N(C(C)C)CC)(C)C.O. Product: [C:1]([NH:4][C:5]1[CH:6]=[CH:7][C:8]([NH:11][C:12]([N:34]2[CH2:35][CH2:36][N:31]([C:27]3[CH:28]=[CH:29][CH:30]=[C:25]([C:22]4[CH:23]=[CH:24][S:20][CH:21]=4)[CH:26]=3)[CH2:32][CH2:33]2)=[O:19])=[CH:9][CH:37]=1)(=[O:3])[CH3:2]. The catalyst class is: 16. (7) Reactant: [C:1]([SiH2:5][O:6][C:7]([CH3:19])([CH3:18])[C:8]1[CH:16]=[CH:15][C:11]([C:12]([OH:14])=O)=[CH:10][C:9]=1[F:17])([CH3:4])([CH3:3])[CH3:2].C[Li].[CH3:22][Si](C)(C)Cl. Product: [C:1]([SiH2:5][O:6][C:7]([CH3:19])([CH3:18])[C:8]1[CH:16]=[CH:15][C:11]([C:12](=[O:14])[CH3:22])=[CH:10][C:9]=1[F:17])([CH3:2])([CH3:3])[CH3:4]. The catalyst class is: 165.